Dataset: Forward reaction prediction with 1.9M reactions from USPTO patents (1976-2016). Task: Predict the product of the given reaction. (1) Given the reactants [F:1][C:2]1[CH:10]=[C:9]2[C:5]([C:6]([C:20]3[CH:21]=[C:22]([NH2:27])[C:23]([NH2:26])=[CH:24][CH:25]=3)=[CH:7][N:8]2[S:11]([C:14]2[CH:19]=[CH:18][CH:17]=[CH:16][CH:15]=2)(=[O:13])=[O:12])=[CH:4][CH:3]=1.[C:28]1(=O)[O:33][C:31](=[O:32])[CH2:30][CH2:29]1, predict the reaction product. The product is: [F:1][C:2]1[CH:10]=[C:9]2[C:5]([C:6]([C:20]3[CH:25]=[CH:24][C:23]4[NH:26][C:28]([CH2:29][CH2:30][C:31]([OH:33])=[O:32])=[N:27][C:22]=4[CH:21]=3)=[CH:7][N:8]2[S:11]([C:14]2[CH:15]=[CH:16][CH:17]=[CH:18][CH:19]=2)(=[O:13])=[O:12])=[CH:4][CH:3]=1. (2) Given the reactants [CH3:1][O:2][C:3](=[O:20])[C:4]1[CH:9]=[C:8]([Cl:10])[CH:7]=[CH:6][C:5]=1[O:11][CH2:12][CH2:13][CH2:14]OS(C)(=O)=O.C([O-])([O-])=O.[Cs+].[Cs+].[F:27][C:28]1[CH:41]=[CH:40][C:31]([CH2:32][CH:33]2[CH2:39][NH:38][CH2:37][CH2:36][CH2:35][O:34]2)=[CH:30][CH:29]=1, predict the reaction product. The product is: [CH3:1][O:2][C:3](=[O:20])[C:4]1[CH:9]=[C:8]([Cl:10])[CH:7]=[CH:6][C:5]=1[O:11][CH2:12][CH2:13][CH2:14][N:38]1[CH2:37][CH2:36][CH2:35][O:34][CH:33]([CH2:32][C:31]2[CH:40]=[CH:41][C:28]([F:27])=[CH:29][CH:30]=2)[CH2:39]1. (3) Given the reactants [Br:1][C:2]1[S:6][C:5]([C:7]([O:9][CH3:10])=[O:8])=[C:4]([NH:11][C:12](=O)[C:13](F)(F)F)[CH:3]=1.Br[CH2:19][C:20]1C=C[CH:23]=[C:22]([N+:26]([O-:28])=[O:27])[CH:21]=1.C(=O)([O-])[O-].[Cs+].[Cs+].C(=O)([O-])[O-].[K+].[K+], predict the reaction product. The product is: [Br:1][C:2]1[S:6][C:5]([C:7]([O:9][CH3:10])=[O:8])=[C:4]([NH:11][CH2:12][C:13]2[CH:19]=[CH:20][CH:21]=[C:22]([N+:26]([O-:28])=[O:27])[CH:23]=2)[CH:3]=1. (4) Given the reactants [Cl:1][CH2:2][C:3]([C:5]1[CH:10]=[CH:9][CH:8]=[C:7]([Cl:11])[CH:6]=1)=[O:4].C(N(CC)CC)C.C(O)=O.Cl, predict the reaction product. The product is: [Cl:1][CH2:2][CH:3]([C:5]1[CH:10]=[CH:9][CH:8]=[C:7]([Cl:11])[CH:6]=1)[OH:4]. (5) Given the reactants [C:1]1([S:7]([N:10]2[C:18]3[C:13](=[CH:14][CH:15]=[C:16]([S:19](Cl)(=[O:21])=[O:20])[CH:17]=3)[C:12]([Cl:23])=[CH:11]2)(=[O:9])=[O:8])[CH:6]=[CH:5][CH:4]=[CH:3][CH:2]=1.Cl.[NH2:25][CH2:26][CH2:27][NH:28][C:29]([CH:31]1[CH2:36][CH2:35][N:34]([C:37]2[CH:42]=[CH:41][C:40](=[O:43])[N:39]([CH3:44])[N:38]=2)[CH2:33][CH2:32]1)=[O:30].C(N(C(C)C)CC)(C)C.S([O-])(O)(=O)=O.[K+], predict the reaction product. The product is: [C:1]1([S:7]([N:10]2[C:18]3[C:13](=[CH:14][CH:15]=[C:16]([S:19]([NH:25][CH2:26][CH2:27][NH:28][C:29]([CH:31]4[CH2:36][CH2:35][N:34]([C:37]5[CH:42]=[CH:41][C:40](=[O:43])[N:39]([CH3:44])[N:38]=5)[CH2:33][CH2:32]4)=[O:30])(=[O:21])=[O:20])[CH:17]=3)[C:12]([Cl:23])=[CH:11]2)(=[O:9])=[O:8])[CH:6]=[CH:5][CH:4]=[CH:3][CH:2]=1. (6) Given the reactants C[O:2][C:3]([C:5]1[C:10]2[O:11][CH2:12][CH2:13][CH2:14][CH2:15][C:9]=2[CH:8]=[C:7]([C:16]2[CH:21]=[C:20]([C:22](=[O:25])[NH:23][CH3:24])[CH:19]=[C:18]([F:26])[CH:17]=2)[CH:6]=1)=[O:4].[OH-].[K+], predict the reaction product. The product is: [F:26][C:18]1[CH:17]=[C:16]([C:7]2[CH:6]=[C:5]([C:3]([OH:4])=[O:2])[C:10]3[O:11][CH2:12][CH2:13][CH2:14][CH2:15][C:9]=3[CH:8]=2)[CH:21]=[C:20]([C:22](=[O:25])[NH:23][CH3:24])[CH:19]=1. (7) Given the reactants [Cl:1][C:2]1[CH:7]=[CH:6][C:5]([O:8][CH:9]([F:11])[F:10])=[CH:4][C:3]=1[CH2:12][C:13]#[N:14].[CH2:15]([OH:17])C.C=O.C1CCN2C(=NCCC2)CC1, predict the reaction product. The product is: [Cl:1][C:2]1[CH:7]=[CH:6][C:5]([O:8][CH:9]([F:11])[F:10])=[CH:4][C:3]=1[CH:12]([CH2:15][OH:17])[C:13]#[N:14]. (8) Given the reactants [Cl:1][C:2]1[C:3]([O:13][CH3:14])=[CH:4][CH:5]=[C:6]2[C:10]=1[NH:9]C(=O)[C:7]2=[O:12].[OH-:15].[Na+].[Na+].[Cl-].OO, predict the reaction product. The product is: [NH2:9][C:10]1[C:2]([Cl:1])=[C:3]([O:13][CH3:14])[CH:4]=[CH:5][C:6]=1[C:7]([OH:12])=[O:15]. (9) Given the reactants [C:1]([NH2:10])(=[O:9])[C:2]1[C:3](=[CH:5][CH:6]=[CH:7][CH:8]=1)[NH2:4].[OH:11][CH2:12][CH2:13][N:14]([CH2:23][CH2:24][OH:25])[C:15]1[CH:22]=[CH:21][C:18]([CH:19]=O)=[CH:17][CH:16]=1.COC1C=C(OC)C=C2C=1C(=O)NC(C1C=CC=CN=1)=N2, predict the reaction product. The product is: [OH:11][CH2:12][CH2:13][N:14]([CH2:23][CH2:24][OH:25])[C:15]1[CH:22]=[CH:21][C:18]([C:19]2[NH:10][C:1](=[O:9])[C:2]3[C:3](=[CH:5][CH:6]=[CH:7][CH:8]=3)[N:4]=2)=[CH:17][CH:16]=1. (10) The product is: [CH2:1]([N:5]1[C:13]2[N:12]=[C:11]([Cl:14])[NH:10][C:9]=2[C:8](=[O:15])[N:7]([CH2:16][CH2:17][CH2:18][C:19]2[O:21][N:37]=[C:28]([CH2:29][O:30][C:31]3[CH:36]=[CH:35][CH:34]=[CH:33][CH:32]=3)[N:27]=2)[C:6]1=[O:24])[CH2:2][CH2:3][CH3:4]. Given the reactants [CH2:1]([N:5]1[C:13]2[N:12]=[C:11]([Cl:14])[NH:10][C:9]=2[C:8](=[O:15])[N:7]([CH2:16][CH2:17][CH2:18][C:19]([O:21]CC)=O)[C:6]1=[O:24])[CH2:2][CH2:3][CH3:4].Cl.O[NH:27]/[C:28](=[N:37]\[H])/[CH2:29][O:30][C:31]1[CH:36]=[CH:35][CH:34]=[CH:33][CH:32]=1.[O-]CC.[Na+], predict the reaction product.